From a dataset of Catalyst prediction with 721,799 reactions and 888 catalyst types from USPTO. Predict which catalyst facilitates the given reaction. Reactant: Cl[C:2]1[N:11]=[C:10]([NH:12][CH2:13][CH:14]([N:21]2[CH2:26][CH2:25][N:24]([CH3:27])[CH2:23][CH2:22]2)[C:15]2[CH:20]=[CH:19][CH:18]=[CH:17][CH:16]=2)[C:9]2[C:4](=[CH:5][CH:6]=[CH:7][CH:8]=2)[N:3]=1.[N:28]1[CH:29]=[CH:30][N:31]2[CH:36]=[C:35](B(O)O)[CH:34]=[CH:33][C:32]=12.N1C=CN2C=C(C3N=C(NCC(C4C=CC=CC=4)C4NC=CC=4)C4C(=CC=CC=4)N=3)C=CC=12. Product: [N:28]1[CH:29]=[CH:30][N:31]2[CH:36]=[C:35]([C:2]3[N:11]=[C:10]([NH:12][CH2:13][CH:14]([N:21]4[CH2:26][CH2:25][N:24]([CH3:27])[CH2:23][CH2:22]4)[C:15]4[CH:20]=[CH:19][CH:18]=[CH:17][CH:16]=4)[C:9]4[C:4](=[CH:5][CH:6]=[CH:7][CH:8]=4)[N:3]=3)[CH:34]=[CH:33][C:32]=12. The catalyst class is: 25.